Predict which catalyst facilitates the given reaction. From a dataset of Catalyst prediction with 721,799 reactions and 888 catalyst types from USPTO. (1) Reactant: [Br:1][C:2]1[CH:3]=[CH:4][C:5]([OH:8])=[N:6][CH:7]=1.[CH3:9][S:10]([CH:13]=[CH2:14])(=[O:12])=[O:11]. Product: [Br:1][C:2]1[CH:3]=[CH:4][C:5](=[O:8])[N:6]([CH2:14][CH2:13][S:10]([CH3:9])(=[O:12])=[O:11])[CH:7]=1. The catalyst class is: 9. (2) Reactant: Cl[CH2:2][CH2:3][CH2:4][CH2:5][CH:6]([C:19]1[NH:23][N:22]=[C:21]([NH:24][C:25]2[CH:30]=[CH:29][C:28]([N:31]3[CH:35]=[C:34]([Cl:36])[N:33]=[CH:32]3)=[C:27]([O:37][CH3:38])[CH:26]=2)[N:20]=1)[C:7]1[CH:12]=[CH:11][C:10]([O:13][CH2:14][C:15]([F:18])([F:17])[F:16])=[CH:9][CH:8]=1.[I-].[Na+]. Product: [Cl:36][C:34]1[N:33]=[CH:32][N:31]([C:28]2[CH:29]=[CH:30][C:25]([NH:24][C:21]3[N:20]=[C:19]4[CH:6]([C:7]5[CH:12]=[CH:11][C:10]([O:13][CH2:14][C:15]([F:16])([F:18])[F:17])=[CH:9][CH:8]=5)[CH2:5][CH2:4][CH2:3][CH2:2][N:23]4[N:22]=3)=[CH:26][C:27]=2[O:37][CH3:38])[CH:35]=1. The catalyst class is: 21. (3) Reactant: [Cl:1][C:2]1[CH:7]=[CH:6][CH:5]=[CH:4][C:3]=1[N:8]1[C:16]2[C:15](=[O:17])[N:14]([CH3:18])[C:13](=[O:19])[N:12](COC(=O)C(C)(C)C)[C:11]=2[N:10]=[C:9]1[N:28]1[CH2:33][CH2:32][N:31]([C:34]([O:36][C:37]([CH3:40])([CH3:39])[CH3:38])=[O:35])[CH2:30][CH2:29]1.[H-].[Na+].Cl. Product: [Cl:1][C:2]1[CH:7]=[CH:6][CH:5]=[CH:4][C:3]=1[N:8]1[C:16]2[C:15](=[O:17])[N:14]([CH3:18])[C:13](=[O:19])[NH:12][C:11]=2[N:10]=[C:9]1[N:28]1[CH2:29][CH2:30][N:31]([C:34]([O:36][C:37]([CH3:40])([CH3:39])[CH3:38])=[O:35])[CH2:32][CH2:33]1. The catalyst class is: 111. (4) Reactant: [C:1]([C:3]1[CH:4]=[C:5]([CH:9]=[CH:10][CH:11]=1)[C:6](Cl)=[O:7])#[N:2].C(N(CC)CC)C.[N+:19]([C:22]1[CH:28]=[CH:27][CH:26]=[CH:25][C:23]=1[NH2:24])([O-:21])=[O:20]. Product: [C:1]([C:3]1[CH:4]=[C:5]([CH:9]=[CH:10][CH:11]=1)[C:6]([NH:24][C:23]1[CH:25]=[CH:26][CH:27]=[CH:28][C:22]=1[N+:19]([O-:21])=[O:20])=[O:7])#[N:2]. The catalyst class is: 143. (5) Reactant: [CH3:1][N:2]1[CH:6]=[C:5]([C:7]2[N:12]=[C:11]([C:13]3[CH:14]=[N:15][NH:16][CH:17]=3)[N:10]3[CH:18]=[CH:19][N:20]=[C:9]3[CH:8]=2)[CH:4]=[N:3]1.[CH3:21][CH:22]([CH:24]1[CH2:26][CH2:25]1)O.C1(P(C2C=CC=CC=2)C2C=CC=CC=2)C=CC=CC=1.N(C(OCC)=O)=NC(OCC)=O. Product: [CH:24]1([CH:22]([N:15]2[CH:14]=[C:13]([C:11]3[N:10]4[CH:18]=[CH:19][N:20]=[C:9]4[CH:8]=[C:7]([C:5]4[CH:4]=[N:3][N:2]([CH3:1])[CH:6]=4)[N:12]=3)[CH:17]=[N:16]2)[CH3:21])[CH2:26][CH2:25]1. The catalyst class is: 1. (6) Reactant: [CH3:1][C@@H:2]1[CH2:7][CH2:6][C@H:5]([CH2:8][O:9][C:10]2[CH:15]=[CH:14][C:13]([C:16]([F:19])([F:18])[F:17])=[CH:12][CH:11]=2)[CH2:4][N:3]1C(OC(C)(C)C)=O.Cl.CCOCC. Product: [CH3:1][C@@H:2]1[CH2:7][CH2:6][C@H:5]([CH2:8][O:9][C:10]2[CH:15]=[CH:14][C:13]([C:16]([F:18])([F:17])[F:19])=[CH:12][CH:11]=2)[CH2:4][NH:3]1. The catalyst class is: 5. (7) Reactant: [H-].[Al+3].[Li+].[H-].[H-].[H-].[Br:7][C:8](=[CH2:19])[CH2:9][CH:10]([C:15](OC)=[O:16])[C:11](OC)=[O:12].C([O-])(=O)CC([O-])=O. Product: [Br:7][C:8](=[CH2:19])[CH2:9][CH:10]([CH2:15][OH:16])[CH2:11][OH:12]. The catalyst class is: 27. (8) Reactant: [CH2:1]([N:8]1[C:12](=[O:13])[N:11]([CH2:14][C:15]2[CH:20]=[CH:19][C:18]([CH3:21])=[CH:17][CH:16]=2)[N:10]=[C:9]1[CH2:22][OH:23])[CH2:2][CH2:3][CH2:4][CH2:5][CH2:6][CH3:7].C([O:28][C:29](=[O:43])[C:30]([CH3:42])([S:32][C:33]1[CH:41]=[CH:40][C:36]([C:37](O)=[O:38])=[CH:35][CH:34]=1)[CH3:31])(C)(C)C.C(Cl)CCl. Product: [CH2:1]([N:8]1[C:12](=[O:13])[N:11]([CH2:14][C:15]2[CH:16]=[CH:17][C:18]([CH3:21])=[CH:19][CH:20]=2)[N:10]=[C:9]1[CH2:22][O:23][C:37]([C:36]1[CH:35]=[CH:34][C:33]([S:32][C:30]([CH3:42])([CH3:31])[C:29]([OH:43])=[O:28])=[CH:41][CH:40]=1)=[O:38])[CH2:2][CH2:3][CH2:4][CH2:5][CH2:6][CH3:7]. The catalyst class is: 79.